This data is from Peptide-MHC class I binding affinity with 185,985 pairs from IEDB/IMGT. The task is: Regression. Given a peptide amino acid sequence and an MHC pseudo amino acid sequence, predict their binding affinity value. This is MHC class I binding data. (1) The peptide sequence is KNTHTNGVR. The MHC is HLA-A03:01 with pseudo-sequence HLA-A03:01. The binding affinity (normalized) is 0.316. (2) The peptide sequence is KYFVRSTEK. The MHC is HLA-A02:01 with pseudo-sequence HLA-A02:01. The binding affinity (normalized) is 0.0847. (3) The binding affinity (normalized) is 0. The peptide sequence is LFNIAQRIL. The MHC is HLA-B45:01 with pseudo-sequence HLA-B45:01.